Dataset: Forward reaction prediction with 1.9M reactions from USPTO patents (1976-2016). Task: Predict the product of the given reaction. (1) Given the reactants [NH2:1][C:2]1[CH:28]=[C:27]([Cl:29])[C:26]([O:30][CH3:31])=[CH:25][C:3]=1[O:4][CH2:5][CH2:6][CH2:7][N:8]1[CH2:13][CH2:12][C:11]([CH2:15][C:16]2[CH:21]=[CH:20][C:19]([Cl:22])=[CH:18][CH:17]=2)([OH:14])[C:10]([CH3:24])([CH3:23])[CH2:9]1.[O:32]([C:34]#[N:35])[K].CC(O)=O, predict the reaction product. The product is: [Cl:29][C:27]1[C:26]([O:30][CH3:31])=[CH:25][C:3]([O:4][CH2:5][CH2:6][CH2:7][N:8]2[CH2:13][CH2:12][C:11]([CH2:15][C:16]3[CH:21]=[CH:20][C:19]([Cl:22])=[CH:18][CH:17]=3)([OH:14])[C:10]([CH3:24])([CH3:23])[CH2:9]2)=[C:2]([NH:1][C:34]([NH2:35])=[O:32])[CH:28]=1. (2) The product is: [F:1][C:38]1[CH:39]=[C:40]([NH:43][C:44]2[N:49]=[C:48]([C:50]3[N:51]([CH:56]([CH3:58])[CH3:57])[C:52]([CH3:55])=[N:53][CH:54]=3)[CH:47]=[CH:46][N:45]=2)[CH:41]=[CH:42][C:37]=1[C:36]([NH:35][CH2:34][CH2:33][NH:32][CH3:31])=[O:59]. Given the reactants [F:1]C1C(C2N(C(C)C)C(C)=NC=2)=NC(NC2C=CC(C(NCCNC)=O)=CC=2)=NC=1.[CH3:31][N:32](C)[CH2:33][CH2:34][NH:35][C:36](=[O:59])[C:37]1[CH:42]=[CH:41][C:40]([NH:43][C:44]2[N:49]=[C:48]([C:50]3[N:51]([CH:56]([CH3:58])[CH3:57])[C:52]([CH3:55])=[N:53][CH:54]=3)[CH:47]=[CH:46][N:45]=2)=[CH:39][CH:38]=1, predict the reaction product.